This data is from Forward reaction prediction with 1.9M reactions from USPTO patents (1976-2016). The task is: Predict the product of the given reaction. (1) Given the reactants C([O:3][CH2:4][CH2:5][CH2:6][N:7]1[C:12](=[O:13])[C:11]2[C:14]([CH2:29][C:30]3[CH:35]=[CH:34][CH:33]=[CH:32][CH:31]=3)=[C:15]([C:18]3[CH:23]=[CH:22][CH:21]=[C:20]([O:24][C:25]([F:28])([F:27])[F:26])[CH:19]=3)[N:16]=[CH:17][C:10]=2[N:9]([CH3:36])[C:8]1=[O:37])=O.O[Li].O, predict the reaction product. The product is: [CH2:29]([C:14]1[C:11]2[C:12](=[O:13])[N:7]([CH2:6][CH2:5][CH2:4][OH:3])[C:8](=[O:37])[N:9]([CH3:36])[C:10]=2[CH:17]=[N:16][C:15]=1[C:18]1[CH:23]=[CH:22][CH:21]=[C:20]([O:24][C:25]([F:28])([F:27])[F:26])[CH:19]=1)[C:30]1[CH:35]=[CH:34][CH:33]=[CH:32][CH:31]=1. (2) Given the reactants C1(P(C2CCCCC2)[C:8]2[CH:13]=[CH:12][CH:11]=[CH:10][C:9]=2[C:14]2C(C(C)C)=CC(C(C)C)=CC=2C(C)C)CCCCC1.[NH2:35][C:36]1[CH:44]=[CH:43][CH:42]=[CH:41][C:37]=1[C:38]([NH2:40])=[O:39].C([O-])([O-])=O.[K+].[K+].Cl[C:52]1[CH:57]=[CH:56][CH:55]=[CH:54][C:53]=1[CH3:58], predict the reaction product. The product is: [CH3:14][C:9]1[CH:10]=[CH:11][CH:12]=[CH:13][C:8]=1[NH:35][C:36]1[CH:44]=[CH:43][CH:42]=[CH:41][C:37]=1[C:38]([NH2:40])=[O:39].[NH2:35][C:36]1[CH:44]=[CH:43][CH:42]=[CH:41][C:37]=1[C:38]([NH:40][C:52]1[CH:57]=[CH:56][CH:55]=[CH:54][C:53]=1[CH3:58])=[O:39]. (3) Given the reactants C(O[C:6]([NH:8][C@@H:9]([CH2:13][C:14]([CH3:17])([CH3:16])[CH3:15])[C:10]([OH:12])=O)=[O:7])(C)(C)C.C(OC(NC(C(C)(C)C)C(O)=O)=O)(C)(C)C.[NH2:34][C@H:35]1[C:43]2[C:38](=[CH:39][CH:40]=[CH:41][CH:42]=2)[CH2:37][C@H:36]1[OH:44].C(OC(=O)NC(C(=O)NC1C2C(=CC=CC=2)CC1O)C(C)(C)C)(C)(C)C.ClNC(=O)[O-].C([O:78][C:79]([C:81]1([NH:86][C:87]([CH:89]2[CH2:93][CH:92]([O:94][C:95]3[C:104]4[C:99](=[CH:100][C:101]([O:105][CH3:106])=[CH:102][CH:103]=4)[N:98]=[C:97]([C:107]4[CH:112]=[CH:111][CH:110]=[CH:109][CH:108]=4)[CH:96]=3)[CH2:91][N:90]2C(=O)NC(C(=O)NC2C3C(=CC=CC=3)CC2O)C(C)(C)C)=[O:88])[CH2:83][CH:82]1[CH:84]=[CH2:85])=[O:80])C, predict the reaction product. The product is: [OH:44][C@@H:36]1[CH2:37][C:38]2[C:43](=[CH:42][CH:41]=[CH:40][CH:39]=2)[C@@H:35]1[NH:34][C:10]([C@@H:9]([NH:8][C:6]([N:90]1[CH2:91][C@H:92]([O:94][C:95]2[C:104]3[C:99](=[CH:100][C:101]([O:105][CH3:106])=[CH:102][CH:103]=3)[N:98]=[C:97]([C:107]3[CH:112]=[CH:111][CH:110]=[CH:109][CH:108]=3)[CH:96]=2)[CH2:93][C@H:89]1[C:87]([NH:86][C@:81]1([C:79]([OH:80])=[O:78])[CH2:83][C@H:82]1[CH:84]=[CH2:85])=[O:88])=[O:7])[CH2:13][C:14]([CH3:15])([CH3:16])[CH3:17])=[O:12]. (4) Given the reactants [H-].[Na+].[Br:3][C:4]1[C:13]2[C:8](=[CH:9][CH:10]=[CH:11][CH:12]=2)[C:7](=[O:14])[N:6]([C:15]2[CH:20]=[CH:19][C:18]([NH:21][C:22](=[O:24])[CH3:23])=[CH:17][CH:16]=2)[N:5]=1.[CH2:25](I)[CH3:26], predict the reaction product. The product is: [Br:3][C:4]1[C:13]2[C:8](=[CH:9][CH:10]=[CH:11][CH:12]=2)[C:7](=[O:14])[N:6]([C:15]2[CH:20]=[CH:19][C:18]([N:21]([CH2:25][CH3:26])[C:22](=[O:24])[CH3:23])=[CH:17][CH:16]=2)[N:5]=1. (5) Given the reactants [C:1]([C:3]1[C:4]([N:17]2[CH2:20][CH:19]([C:21]([OH:23])=O)[CH2:18]2)=[N:5][C:6]([CH:14]([F:16])[F:15])=[C:7]([C:9]([O:11][CH2:12][CH3:13])=[O:10])[CH:8]=1)#[N:2].[CH2:24]([C:26]1[CH:31]=[CH:30][C:29]([CH2:32][S:33]([NH2:36])(=[O:35])=[O:34])=[CH:28][CH:27]=1)[CH3:25], predict the reaction product. The product is: [C:1]([C:3]1[C:4]([N:17]2[CH2:18][CH:19]([C:21]([NH:36][S:33]([CH2:32][C:29]3[CH:30]=[CH:31][C:26]([CH2:24][CH3:25])=[CH:27][CH:28]=3)(=[O:34])=[O:35])=[O:23])[CH2:20]2)=[N:5][C:6]([CH:14]([F:15])[F:16])=[C:7]([CH:8]=1)[C:9]([O:11][CH2:12][CH3:13])=[O:10])#[N:2]. (6) Given the reactants [NH2:1][C:2]1[N:10]=[C:9]2[C:5]([N:6]=[CH:7][N:8]2[C@@H:11]2[O:15][C@H:14]([CH2:16][OH:17])[C@@H:13]([N:18]=[N+:19]=[N-:20])[CH2:12]2)=[C:4](Cl)[N:3]=1.[NH3:22].CO, predict the reaction product. The product is: [N:18]([C@H:13]1[CH2:12][C@H:11]([N:8]2[CH:7]=[N:6][C:5]3[C:9]2=[N:10][C:2]([NH2:1])=[N:3][C:4]=3[NH2:22])[O:15][C@@H:14]1[CH2:16][OH:17])=[N+:19]=[N-:20]. (7) Given the reactants [Cl:1][C:2]1[C:7]([C:8]([OH:10])=O)=[CH:6][CH:5]=[C:4]([C:11]2[CH:16]=[C:15]([O:17][CH2:18][CH:19]([CH3:21])[CH3:20])[CH:14]=[C:13]([F:22])[CH:12]=2)[N:3]=1.C(N1C=CN=C1)(N1C=CN=C1)=O.[H-].[Na+].[NH2:37][C:38]1[N:43]=[C:42]([S:44]([NH2:47])(=[O:46])=[O:45])[CH:41]=[CH:40][CH:39]=1, predict the reaction product. The product is: [NH2:37][C:38]1[N:43]=[C:42]([S:44]([NH:47][C:8]([C:7]2[C:2]([Cl:1])=[N:3][C:4]([C:11]3[CH:16]=[C:15]([O:17][CH2:18][CH:19]([CH3:21])[CH3:20])[CH:14]=[C:13]([F:22])[CH:12]=3)=[CH:5][CH:6]=2)=[O:10])(=[O:46])=[O:45])[CH:41]=[CH:40][CH:39]=1. (8) Given the reactants Br[C:2]1[CH:3]=[C:4]([N:9]2[C:17]3[CH:16]=[CH:15][N:14]([CH3:18])[C:13](=[O:19])[C:12]=3[N:11]=[CH:10]2)[CH:5]=[CH:6][C:7]=1[F:8].[F:20][C:21]1[CH:22]=[CH:23][C:24](B2OC(C)(C)C(C)(C)O2)=[C:25]([CH:28]=1)[C:26]#[N:27], predict the reaction product. The product is: [F:20][C:21]1[CH:28]=[C:25]([C:26]#[N:27])[C:24]([C:2]2[CH:3]=[C:4]([N:9]3[C:17]4[CH:16]=[CH:15][N:14]([CH3:18])[C:13](=[O:19])[C:12]=4[N:11]=[CH:10]3)[CH:5]=[CH:6][C:7]=2[F:8])=[CH:23][CH:22]=1. (9) Given the reactants [Cl:1][C:2]1[CH:14]=[CH:13][CH:12]=[CH:11][C:3]=1[CH2:4][C:5]1[S:9][C:8]([NH2:10])=[N:7][CH:6]=1.[Br:15][CH:16]([C:20]1[CH:25]=[CH:24][CH:23]=[CH:22][CH:21]=1)[C:17](O)=[O:18].C(N(CC)CC)C.F[P-](F)(F)(F)(F)F.N1(OC(N(C)C)=[N+](C)C)C2N=CC=CC=2N=N1, predict the reaction product. The product is: [Br:15][CH:16]([C:20]1[CH:25]=[CH:24][CH:23]=[CH:22][CH:21]=1)[C:17]([NH:10][C:8]1[S:9][C:5]([CH2:4][C:3]2[CH:11]=[CH:12][CH:13]=[CH:14][C:2]=2[Cl:1])=[CH:6][N:7]=1)=[O:18]. (10) The product is: [Br:2][C:3]1[CH:8]=[CH:7][CH:6]=[C:5]([O:11][CH3:10])[N:4]=1. Given the reactants [Na].[Br:2][C:3]1[CH:8]=[CH:7][CH:6]=[C:5](Br)[N:4]=1.[CH3:10][OH:11], predict the reaction product.